Dataset: Reaction yield outcomes from USPTO patents with 853,638 reactions. Task: Predict the reaction yield, written as a fraction of the theoretical maximum amount of product (1.0 means a 100% yield; for example, 0.34 means a 34% yield). The reactants are [Br:1]N1C(=O)CCC1=O.[CH3:9][O:10][C:11]([C:13]1[CH:21]=[C:20]2[C:16]([C:17]3[CH:25]=[C:24]([CH3:26])[CH:23]=[N:22][C:18]=3[NH:19]2)=[C:15]([C:27]2[CH:32]=[CH:31][CH:30]=[C:29]([S:33]([CH2:36][CH3:37])(=[O:35])=[O:34])[CH:28]=2)[CH:14]=1)=[O:12]. The catalyst is C(Cl)Cl. The product is [CH3:9][O:10][C:11]([C:13]1[CH:21]=[C:20]2[C:16]([C:17]3[CH:25]=[C:24]([CH3:26])[CH:23]=[N:22][C:18]=3[NH:19]2)=[C:15]([C:27]2[CH:32]=[CH:31][CH:30]=[C:29]([S:33]([CH2:36][CH3:37])(=[O:35])=[O:34])[CH:28]=2)[C:14]=1[Br:1])=[O:12]. The yield is 0.240.